This data is from Catalyst prediction with 721,799 reactions and 888 catalyst types from USPTO. The task is: Predict which catalyst facilitates the given reaction. Reactant: [Cl:1][C:2]1[S:6][C:5]([C:7](=[O:9])[CH3:8])=[CH:4][C:3]=1[N+:10]([O-:12])=[O:11].[CH3:13][NH:14][CH3:15].[CH2:16]=O.Cl. Product: [Cl:1][C:2]1[S:6][C:5]([C:7](=[O:9])[CH2:8][CH2:13][N:14]([CH3:16])[CH3:15])=[CH:4][C:3]=1[N+:10]([O-:12])=[O:11]. The catalyst class is: 32.